This data is from Catalyst prediction with 721,799 reactions and 888 catalyst types from USPTO. The task is: Predict which catalyst facilitates the given reaction. (1) Reactant: [Cl:1][C:2]1[N:7]=[N:6][C:5]([NH:8][NH2:9])=[CH:4][CH:3]=1.[OH-].[K+].[C:12](=S)=[S:13]. Product: [Cl:1][C:2]1[CH:3]=[CH:4][C:5]2[N:6]([C:12]([SH:13])=[N:9][N:8]=2)[N:7]=1. The catalyst class is: 40. (2) Reactant: C1C=CC(P(C2C=CC=CC=2)C2C=CC=CC=2)=CC=1.O[CH2:21][CH2:22][CH2:23][CH2:24]/[C:25](/[C:36]([O:38][CH3:39])=[O:37])=[C:26](/[C:32]([O:34][CH3:35])=[O:33])\[CH2:27][C:28]([O:30][CH3:31])=[O:29].C(Br)(Br)(Br)[Br:41]. Product: [Br:41][CH2:21][CH2:22][CH2:23][CH2:24]/[C:25](/[C:36]([O:38][CH3:39])=[O:37])=[C:26](/[C:32]([O:34][CH3:35])=[O:33])\[CH2:27][C:28]([O:30][CH3:31])=[O:29]. The catalyst class is: 2. (3) Reactant: [NH3:1].C[O:3][C:4]([C@@H:6]1[O:10][C:9](=[O:11])[N:8]([C:12]2[CH:13]=[C:14]3[C:18](=[C:19]([F:21])[CH:20]=2)[N:17]([CH:22]([CH3:24])[CH3:23])[C:16](=[O:25])[CH2:15]3)[CH2:7]1)=O. Product: [F:21][C:19]1[CH:20]=[C:12]([N:8]2[CH2:7][C@H:6]([C:4]([NH2:1])=[O:3])[O:10][C:9]2=[O:11])[CH:13]=[C:14]2[C:18]=1[N:17]([CH:22]([CH3:23])[CH3:24])[C:16](=[O:25])[CH2:15]2. The catalyst class is: 5. (4) Reactant: [O:1]=[C:2]1[C:10]2[C:5](=[CH:6][C:7]([NH:11][C:12](=[O:35])[C:13]([CH2:28][C:29]3[CH:34]=[CH:33][CH:32]=[CH:31][CH:30]=3)([OH:27])[CH2:14][C:15]([C:18]3[CH:23]=[C:22]([F:24])[CH:21]=[CH:20][C:19]=3[O:25]C)([CH3:17])[CH3:16])=[CH:8][CH:9]=2)[CH2:4][O:3]1.B(Br)(Br)Br. Product: [O:1]=[C:2]1[C:10]2[C:5](=[CH:6][C:7]([NH:11][C:12](=[O:35])[C:13]([CH2:28][C:29]3[CH:30]=[CH:31][CH:32]=[CH:33][CH:34]=3)([OH:27])[CH2:14][C:15]([C:18]3[CH:23]=[C:22]([F:24])[CH:21]=[CH:20][C:19]=3[OH:25])([CH3:17])[CH3:16])=[CH:8][CH:9]=2)[CH2:4][O:3]1. The catalyst class is: 2.